Dataset: CYP2C19 inhibition data for predicting drug metabolism from PubChem BioAssay. Task: Regression/Classification. Given a drug SMILES string, predict its absorption, distribution, metabolism, or excretion properties. Task type varies by dataset: regression for continuous measurements (e.g., permeability, clearance, half-life) or binary classification for categorical outcomes (e.g., BBB penetration, CYP inhibition). Dataset: cyp2c19_veith. (1) The drug is COc1ccc2c(c1)c1c(C)c3cnccc3c(C)c1n2CCCN. The result is 0 (non-inhibitor). (2) The compound is C[C@H]1COC(=O)[C@H](Cc2ccccc2)NC(=O)[C@@H](C)COC(=O)[C@H](Cc2ccccc2)NC1=O. The result is 0 (non-inhibitor).